This data is from Peptide-MHC class II binding affinity with 134,281 pairs from IEDB. The task is: Regression. Given a peptide amino acid sequence and an MHC pseudo amino acid sequence, predict their binding affinity value. This is MHC class II binding data. The peptide sequence is NAAYNAADHAAPEDK. The MHC is DRB1_1302 with pseudo-sequence DRB1_1302. The binding affinity (normalized) is 0.172.